From a dataset of Reaction yield outcomes from USPTO patents with 853,638 reactions. Predict the reaction yield, written as a fraction of the theoretical maximum amount of product (1.0 means a 100% yield; for example, 0.34 means a 34% yield). (1) The reactants are [CH:1]1([NH:6][C:7]2[N:16]=[CH:15][C:14]3[CH2:13][CH2:12][C:11]4[C:17]([C:21]([O-])=[O:22])=[N:18][N:19]([CH3:20])[C:10]=4[C:9]=3[N:8]=2)[CH2:5][CH2:4][CH2:3][CH2:2]1.[K+].C(Cl)(=O)C(Cl)=O.Cl.[CH3:32][NH:33][OH:34].C(N(CC)CC)C. The catalyst is ClCCl.CN(C)C=O. The product is [CH:1]1([NH:6][C:7]2[N:16]=[CH:15][C:14]3[CH2:13][CH2:12][C:11]4[C:17]([C:21]([N:33]([OH:34])[CH3:32])=[O:22])=[N:18][N:19]([CH3:20])[C:10]=4[C:9]=3[N:8]=2)[CH2:2][CH2:3][CH2:4][CH2:5]1. The yield is 0.600. (2) The reactants are [H-].[Na+].COC1C=CC(C(C2C=CC(OC)=CC=2)[O:12][CH:13](C2C=CC=CC=2)[CH:14]2[O:18][CH:17]([N:19]3[CH:24]=[CH:23][C:22](=[O:25])[NH:21][C:20]3=[O:26])[CH:16]([O:27][Si:28]([C:31]([CH3:34])([CH3:33])[CH3:32])([CH3:30])[CH3:29])[CH:15]2[O:35][Si:36]([C:39]([CH3:42])([CH3:41])[CH3:40])([CH3:38])[CH3:37])=CC=1.[CH3:57][O:58][C:59]1[CH:66]=[CH:65][C:62]([CH2:63]Cl)=[CH:61][CH:60]=1.C1(S(O)(=O)=O)C=CC=CC=1. The catalyst is CN(C)C=O.C(OCC)(=O)C. The product is [Si:28]([O:27][C@@H:16]1[C@H:15]([O:35][Si:36]([C:39]([CH3:41])([CH3:42])[CH3:40])([CH3:37])[CH3:38])[C@@H:14]([CH2:13][OH:12])[O:18][C@H:17]1[N:19]1[CH:24]=[CH:23][C:22](=[O:25])[N:21]([CH2:63][C:62]2[CH:65]=[CH:66][C:59]([O:58][CH3:57])=[CH:60][CH:61]=2)[C:20]1=[O:26])([C:31]([CH3:33])([CH3:34])[CH3:32])([CH3:30])[CH3:29]. The yield is 0.590.